Dataset: Catalyst prediction with 721,799 reactions and 888 catalyst types from USPTO. Task: Predict which catalyst facilitates the given reaction. (1) Reactant: [OH:1][C:2]1[CH:9]=[CH:8][C:5]([CH:6]=[O:7])=[CH:4][CH:3]=1.[H-].[Na+].[CH2:12](Cl)[O:13][CH3:14].O. Product: [CH3:12][O:13][CH2:14][O:1][C:2]1[CH:9]=[CH:8][C:5]([CH:6]=[O:7])=[CH:4][CH:3]=1. The catalyst class is: 3. (2) Reactant: [Cl:1][C:2]1[CH:3]=[C:4]([C:13]2[O:17][N:16]=[C:15]([C:18]3[CH:27]=[CH:26][CH:25]=[C:24]4[C:19]=3[CH:20]=[CH:21][N:22]=[C:23]4[CH2:28][CH2:29][C:30]([O:32]C(C)(C)C)=[O:31])[N:14]=2)[CH:5]=[CH:6][C:7]=1[O:8][CH2:9][CH:10]1[CH2:12][CH2:11]1. Product: [Cl:1][C:2]1[CH:3]=[C:4]([C:13]2[O:17][N:16]=[C:15]([C:18]3[CH:27]=[CH:26][CH:25]=[C:24]4[C:19]=3[CH:20]=[CH:21][N:22]=[C:23]4[CH2:28][CH2:29][C:30]([OH:32])=[O:31])[N:14]=2)[CH:5]=[CH:6][C:7]=1[O:8][CH2:9][CH:10]1[CH2:11][CH2:12]1. The catalyst class is: 89. (3) Reactant: [N:1]1[CH:6]=[CH:5][C:4]([NH:7][CH2:8][CH:9]2[CH2:14][CH2:13][NH:12][CH2:11][CH2:10]2)=[CH:3][N:2]=1.O=C1CCC(=O)N1[O:22][C:23](=O)[O:24][CH2:25][C:26]1[CH:31]=[CH:30][CH:29]=[CH:28][CH:27]=1. Product: [CH2:25]([O:24][C:23]([N:12]1[CH2:11][CH2:10][CH:9]([CH2:8][NH:7][C:4]2[CH:5]=[CH:6][N:1]=[N:2][CH:3]=2)[CH2:14][CH2:13]1)=[O:22])[C:26]1[CH:31]=[CH:30][CH:29]=[CH:28][CH:27]=1. The catalyst class is: 3. (4) Reactant: [CH3:1][O:2][C:3]1[CH:4]=[C:5]([CH:35]=[CH:36][C:37]=1[C:38]([CH3:41])([CH3:40])[CH3:39])[C:6]([N:8]1[C@@H:12]([C:13]2[S:14][C:15]([CH3:18])=[CH:16][N:17]=2)[C@@H:11]([CH2:19][O:20][CH3:21])[CH2:10][C@@:9]1([CH2:29][C:30]1[S:31][CH:32]=[CH:33][N:34]=1)[C:22]([O:24]C(C)(C)C)=[O:23])=[O:7]. Product: [CH3:1][O:2][C:3]1[CH:4]=[C:5]([CH:35]=[CH:36][C:37]=1[C:38]([CH3:41])([CH3:40])[CH3:39])[C:6]([N:8]1[C@@H:12]([C:13]2[S:14][C:15]([CH3:18])=[CH:16][N:17]=2)[C@@H:11]([CH2:19][O:20][CH3:21])[CH2:10][C@@:9]1([CH2:29][C:30]1[S:31][CH:32]=[CH:33][N:34]=1)[C:22]([OH:24])=[O:23])=[O:7]. The catalyst class is: 4.